This data is from Reaction yield outcomes from USPTO patents with 853,638 reactions. The task is: Predict the reaction yield, written as a fraction of the theoretical maximum amount of product (1.0 means a 100% yield; for example, 0.34 means a 34% yield). The reactants are [Br:1][C:2]1[CH:3]=[C:4]([N+:18]([O-])=O)[C:5]([C:8]2[CH:17]=[CH:16][C:11]([C:12]([O:14][CH3:15])=[O:13])=[CH:10][CH:9]=2)=[N:6][CH:7]=1.C1(P(C2C=CC=CC=2)CCP(C2C=CC=CC=2)C2C=CC=CC=2)C=CC=CC=1. The catalyst is ClC1C=CC=CC=1Cl. The product is [Br:1][C:2]1[CH:7]=[N:6][C:5]2[C:8]3[CH:17]=[CH:16][C:11]([C:12]([O:14][CH3:15])=[O:13])=[CH:10][C:9]=3[NH:18][C:4]=2[CH:3]=1. The yield is 0.570.